From a dataset of Forward reaction prediction with 1.9M reactions from USPTO patents (1976-2016). Predict the product of the given reaction. (1) Given the reactants [BH4-].[Na+].[Br:3][C:4]1[CH:13]=[C:12]2[C:7]([C:8](=[O:20])[CH2:9][CH:10]([C:14]3[CH:19]=[CH:18][CH:17]=[CH:16][CH:15]=3)[O:11]2)=[CH:6][CH:5]=1, predict the reaction product. The product is: [Br:3][C:4]1[CH:13]=[C:12]2[C:7]([CH:8]([OH:20])[CH2:9][CH:10]([C:14]3[CH:19]=[CH:18][CH:17]=[CH:16][CH:15]=3)[O:11]2)=[CH:6][CH:5]=1. (2) The product is: [NH2:1][CH2:4][C:5]1([C:8]2[O:12][N:11]=[C:10]([C:13]3[CH:18]=[CH:17][C:16]([OH:19])=[CH:15][CH:14]=3)[C:9]=2[C:20]2[CH:25]=[CH:24][CH:23]=[CH:22][CH:21]=2)[CH2:7][CH2:6]1. Given the reactants [N:1]([CH2:4][C:5]1([C:8]2[O:12][N:11]=[C:10]([C:13]3[CH:18]=[CH:17][C:16]([OH:19])=[CH:15][CH:14]=3)[C:9]=2[C:20]2[CH:25]=[CH:24][CH:23]=[CH:22][CH:21]=2)[CH2:7][CH2:6]1)=[N+]=[N-], predict the reaction product.